From a dataset of Peptide-MHC class I binding affinity with 185,985 pairs from IEDB/IMGT. Regression. Given a peptide amino acid sequence and an MHC pseudo amino acid sequence, predict their binding affinity value. This is MHC class I binding data. The peptide sequence is HLGGFVHAC. The MHC is HLA-A02:01 with pseudo-sequence HLA-A02:01. The binding affinity (normalized) is 0.0847.